From a dataset of Reaction yield outcomes from USPTO patents with 853,638 reactions. Predict the reaction yield, written as a fraction of the theoretical maximum amount of product (1.0 means a 100% yield; for example, 0.34 means a 34% yield). The reactants are [OH:1][C:2]1[CH:9]=[CH:8][C:5]([CH:6]=[O:7])=[CH:4][C:3]=1[CH3:10].[Cl-].[Mg+2].[Cl-].C(N(CC)CC)C.[CH2:21]=[O:22]. The catalyst is C(#N)C.O. The product is [OH:22][C:21]1[C:3]([CH3:10])=[CH:4][C:5]([CH:6]=[O:7])=[CH:8][C:9]=1[CH:2]=[O:1]. The yield is 0.260.